This data is from Forward reaction prediction with 1.9M reactions from USPTO patents (1976-2016). The task is: Predict the product of the given reaction. Given the reactants Br[C:2]1[CH:3]=[C:4]([O:11][CH3:12])[C:5]2[N:6]([N:8]=[CH:9][CH:10]=2)[CH:7]=1.[CH3:13][N:14]1[CH:18]=[C:17](B2OC(C)(C)C(C)(C)O2)[CH:16]=[N:15]1.[F-].[K+].F[B-](F)(F)F.C([PH+](C(C)(C)C)C(C)(C)C)(C)(C)C, predict the reaction product. The product is: [CH3:12][O:11][C:4]1[C:5]2[N:6]([N:8]=[CH:9][CH:10]=2)[CH:7]=[C:2]([C:17]2[CH:16]=[N:15][N:14]([CH3:13])[CH:18]=2)[CH:3]=1.